This data is from Reaction yield outcomes from USPTO patents with 853,638 reactions. The task is: Predict the reaction yield, written as a fraction of the theoretical maximum amount of product (1.0 means a 100% yield; for example, 0.34 means a 34% yield). (1) The reactants are [C:1]([NH:5][C:6]([C:8]1[C:16]2[C:11](=[N:12][CH:13]=[C:14]([NH:17][C:18]3[CH:23]=[CH:22][C:21]([CH3:24])=[CH:20][C:19]=3[F:25])[N:15]=2)[N:10](COCC[Si](C)(C)C)[CH:9]=1)=[O:7])([CH3:4])([CH3:3])[CH3:2].FC(F)(F)C(O)=O. The catalyst is ClCCl.CO.[OH-].[NH4+]. The product is [C:1]([NH:5][C:6]([C:8]1[C:16]2[C:11](=[N:12][CH:13]=[C:14]([NH:17][C:18]3[CH:23]=[CH:22][C:21]([CH3:24])=[CH:20][C:19]=3[F:25])[N:15]=2)[NH:10][CH:9]=1)=[O:7])([CH3:4])([CH3:3])[CH3:2]. The yield is 0.920. (2) The reactants are [NH:1]1[C:5]2=[N:6][C:7]([OH:10])=[CH:8][CH:9]=[C:4]2[CH:3]=[CH:2]1.[C:11]([O-])([O-])=O.[K+].[K+].CI. The catalyst is CC(C)=O. The product is [CH3:11][O:10][C:7]1[N:6]=[C:5]2[NH:1][CH:2]=[CH:3][C:4]2=[CH:9][CH:8]=1. The yield is 0.890. (3) The reactants are [CH3:1][O:2][C:3]([C:5]1[C:13]2[N:12]=[C:11]([NH2:14])[NH:10][C:9]=2[CH:8]=[CH:7][CH:6]=1)=[O:4].CO[C:17](=O)[C:18]1C=C(C)C=C([N+]([O-])=O)[C:19]=1N. No catalyst specified. The product is [CH3:1][O:2][C:3]([C:5]1[C:13]2[N:12]=[C:11]([NH2:14])[NH:10][C:9]=2[CH:8]=[C:7]([CH2:17][CH2:18][CH3:19])[CH:6]=1)=[O:4]. The yield is 0.850. (4) The reactants are [NH2:1][C:2](=[O:42])[CH2:3][C:4]1[CH:41]=[CH:40][CH:39]=[CH:38][C:5]=1[CH2:6][CH2:7][C:8]1[C:13]([C:14]([F:17])([F:16])[F:15])=[CH:12][N:11]=[C:10]([NH:18][C:19]2[CH:24]=[CH:23][C:22]([CH:25]3[O:30][CH2:29][CH2:28][N:27](C(OC(C)(C)C)=O)[CH2:26]3)=[CH:21][CH:20]=2)[N:9]=1.C(O)(C(F)(F)F)=O. The catalyst is C(Cl)Cl. The product is [NH:27]1[CH2:28][CH2:29][O:30][CH:25]([C:22]2[CH:23]=[CH:24][C:19]([NH:18][C:10]3[N:9]=[C:8]([CH2:7][CH2:6][C:5]4[CH:38]=[CH:39][CH:40]=[CH:41][C:4]=4[CH2:3][C:2]([NH2:1])=[O:42])[C:13]([C:14]([F:17])([F:15])[F:16])=[CH:12][N:11]=3)=[CH:20][CH:21]=2)[CH2:26]1. The yield is 0.890. (5) The reactants are [Cl:1][C:2]1[CH:7]=[CH:6][C:5]([C:8]2[C:12]3[CH2:13][N:14]([S:17]([CH3:20])(=[O:19])=[O:18])[CH2:15][CH2:16][C:11]=3[N:10]([CH2:21][CH2:22][CH2:23][N:24]3[CH2:29][CH2:28][O:27][CH2:26][CH2:25]3)[N:9]=2)=[CH:4][C:3]=1[C:30]#[C:31][C:32]1[CH:39]=[CH:38][C:35]([CH:36]=O)=[CH:34][CH:33]=1.[CH3:40][C:41]1[CH:48]=[CH:47][C:44]([CH2:45][NH2:46])=[CH:43][CH:42]=1.[BH-](OC(C)=O)(OC(C)=O)OC(C)=O.[Na+]. The catalyst is C(Cl)Cl. The product is [Cl:1][C:2]1[CH:7]=[CH:6][C:5]([C:8]2[C:12]3[CH2:13][N:14]([S:17]([CH3:20])(=[O:18])=[O:19])[CH2:15][CH2:16][C:11]=3[N:10]([CH2:21][CH2:22][CH2:23][N:24]3[CH2:29][CH2:28][O:27][CH2:26][CH2:25]3)[N:9]=2)=[CH:4][C:3]=1[C:30]#[C:31][C:32]1[CH:39]=[CH:38][C:35]([CH2:36][NH:46][CH2:45][C:44]2[CH:47]=[CH:48][C:41]([CH3:40])=[CH:42][CH:43]=2)=[CH:34][CH:33]=1. The yield is 0.500.